From a dataset of Forward reaction prediction with 1.9M reactions from USPTO patents (1976-2016). Predict the product of the given reaction. (1) Given the reactants C(NC(C)C)(C)C.[Li]CCCC.[C:13]([O:18][CH3:19])(=[O:17])[CH:14]([CH3:16])[CH3:15].I[CH2:21][CH2:22][CH2:23][CH:24]([CH3:26])[CH3:25].CN1C(=O)N(C)CCC1, predict the reaction product. The product is: [CH3:19][O:18][C:13](=[O:17])[C:14]([CH3:16])([CH3:15])[CH2:21][CH2:22][CH2:23][CH:24]([CH3:26])[CH3:25]. (2) The product is: [CH3:1][O:2][C:3]([C:5]1[C:9]([NH2:10])=[CH:8][N:7]([CH:13]2[CH2:18][CH2:17][CH2:16][CH2:15][O:14]2)[N:6]=1)=[O:4]. Given the reactants [CH3:1][O:2][C:3]([C:5]1[C:9]([N+:10]([O-])=O)=[CH:8][N:7]([CH:13]2[CH2:18][CH2:17][CH2:16][CH2:15][O:14]2)[N:6]=1)=[O:4].C([O-])=O.[NH4+], predict the reaction product. (3) Given the reactants [N:1]([O-])=O.[Na+].[ClH:5].[NH2:6][C:7]1[N:11]([CH2:12][CH2:13]O)[N:10]=[C:9]([C:15]2[CH:20]=[CH:19][CH:18]=[C:17]([F:21])[CH:16]=2)[C:8]=1[C:22]#[C:23][C:24]1[CH:29]=[CH:28][CH:27]=[CH:26][CH:25]=1.[OH2:30], predict the reaction product. The product is: [Cl:5][C:22]1[C:23]([C:24]2[CH:29]=[CH:28][CH:27]=[CH:26][CH:25]=2)=[N:1][N:6]=[C:7]2[N:11]([CH2:12][CH2:13][OH:30])[N:10]=[C:9]([C:15]3[CH:20]=[CH:19][CH:18]=[C:17]([F:21])[CH:16]=3)[C:8]=12. (4) Given the reactants [CH3:1][O:2][C:3](=[O:28])[CH2:4][C:5]1[CH:10]=[CH:9][CH:8]=[C:7]([CH2:11][NH:12][CH:13]2[CH2:17][CH2:16][N:15]([C:18]3[S:19][C:20]4[CH:26]=[C:25]([Cl:27])[CH:24]=[CH:23][C:21]=4[N:22]=3)[CH2:14]2)[CH:6]=1.I[CH2:30][CH2:31][CH2:32][CH3:33].C(=O)([O-])[O-].[K+].[K+].CN(C)C=O, predict the reaction product. The product is: [CH3:1][O:2][C:3](=[O:28])[CH2:4][C:5]1[CH:10]=[CH:9][CH:8]=[C:7]([CH2:11][N:12]([CH2:30][CH2:31][CH2:32][CH3:33])[CH:13]2[CH2:17][CH2:16][N:15]([C:18]3[S:19][C:20]4[CH:26]=[C:25]([Cl:27])[CH:24]=[CH:23][C:21]=4[N:22]=3)[CH2:14]2)[CH:6]=1. (5) Given the reactants [H-].[Na+].[F:3][C:4]([F:25])([F:24])[CH:5]1[CH2:10][CH2:9][CH2:8][N:7]([C:11]2[CH:12]=[CH:13][C:14]3[N:21]4[CH2:22][C@H:17]([CH2:18][CH2:19][CH2:20]4)[NH:16][C:15]=3[N:23]=2)[CH2:6]1.[N:26]1[CH:31]=[CH:30][CH:29]=[CH:28][C:27]=1[N:32]1C(=O)N2C=CC=CC2=N[C:33]1=[O:43], predict the reaction product. The product is: [N:26]1[CH:31]=[CH:30][CH:29]=[CH:28][C:27]=1[NH:32][C:33]([N:16]1[C@@H:17]2[CH2:22][N:21]([CH2:20][CH2:19][CH2:18]2)[C:14]2[CH:13]=[CH:12][C:11]([N:7]3[CH2:8][CH2:9][CH2:10][CH:5]([C:4]([F:3])([F:24])[F:25])[CH2:6]3)=[N:23][C:15]1=2)=[O:43]. (6) Given the reactants [SH:1][C:2]1[CH:7]=[CH:6][C:5]([N+:8]([O-:10])=[O:9])=[CH:4][N:3]=1.CC(C)=O.Cl[CH2:16][C:17]1[CH:24]=[CH:23][C:20]([CH:21]=[O:22])=[CH:19][CH:18]=1.C(=O)([O-])[O-].[K+].[K+], predict the reaction product. The product is: [N+:8]([C:5]1[CH:6]=[CH:7][C:2]([S:1][CH2:16][C:17]2[CH:24]=[CH:23][C:20]([CH:21]=[O:22])=[CH:19][CH:18]=2)=[N:3][CH:4]=1)([O-:10])=[O:9]. (7) Given the reactants [NH2:1]/[C:2](/[CH3:6])=[CH:3]\[C:4]#[N:5].[C:7]([NH:11]N)([CH3:10])([CH3:9])[CH3:8], predict the reaction product. The product is: [NH2:5][C:4]1[N:11]([C:7]([CH3:10])([CH3:9])[CH3:8])[N:1]=[C:2]([CH3:6])[CH:3]=1. (8) Given the reactants [CH:1]([C:3]1[C:4]([O:14][CH2:15][C:16]2[CH:39]=[CH:38][C:19]([O:20][CH2:21][C:22]3[N:23]=[C:24]([C:28]4[CH:29]=[C:30]([CH:35]=[CH:36][CH:37]=4)[C:31]([O:33][CH3:34])=[O:32])[O:25][C:26]=3[CH3:27])=[C:18]([O:40][CH3:41])[CH:17]=2)=[N:5][N:6]([C:8]2[CH:13]=[CH:12][CH:11]=[CH:10][CH:9]=2)[CH:7]=1)=O.[Cl-].[CH3:43][C:44]1[S:48][C:47]([N:49]2[CH2:54][CH2:53][O:52][CH2:51][CH2:50]2)=[N:46][C:45]=1[P+](C1C=CC=CC=1)(C1C=CC=CC=1)C1C=CC=CC=1.[C:74](=O)([O-])[O-].[K+].[K+].CN(C)C=O, predict the reaction product. The product is: [CH3:41][O:40][C:18]1[CH:17]=[C:16]([CH2:15][O:14][C:4]2[C:3](/[CH:1]=[CH:74]/[C:45]3[N:46]=[C:47]([N:49]4[CH2:50][CH2:51][O:52][CH2:53][CH2:54]4)[S:48][C:44]=3[CH3:43])=[CH:7][N:6]([C:8]3[CH:13]=[CH:12][CH:11]=[CH:10][CH:9]=3)[N:5]=2)[CH:39]=[CH:38][C:19]=1[O:20][CH2:21][C:22]1[N:23]=[C:24]([C:28]2[CH:29]=[C:30]([CH:35]=[CH:36][CH:37]=2)[C:31]([O:33][CH3:34])=[O:32])[O:25][C:26]=1[CH3:27]. (9) Given the reactants Cl.[N:2]1([C:8]([O:10][CH2:11][C:12]2[CH:17]=[CH:16][C:15]([Cl:18])=[CH:14][CH:13]=2)=[O:9])[CH2:7][CH2:6][NH:5][CH2:4][CH2:3]1.O[N:20]1[C:24]2[CH:25]=[CH:26][CH:27]=[CH:28][C:23]=2[N:22]=[N:21]1.CN1CC[O:33][CH2:32][CH2:31]1.Cl.CN(C)CCCN=C=N, predict the reaction product. The product is: [NH:20]1[C:24]2[CH:25]=[CH:26][C:27]([CH2:31][C:32]([N:5]3[CH2:6][CH2:7][N:2]([C:8]([O:10][CH2:11][C:12]4[CH:17]=[CH:16][C:15]([Cl:18])=[CH:14][CH:13]=4)=[O:9])[CH2:3][CH2:4]3)=[O:33])=[CH:28][C:23]=2[N:22]=[N:21]1. (10) Given the reactants N#N.[C:3]([O:7][C:8](=[O:22])[NH:9][C:10]1[N:11]=[C:12]([CH2:15][CH2:16][CH2:17][CH2:18][C:19](=[O:21])[CH3:20])[O:13][CH:14]=1)([CH3:6])([CH3:5])[CH3:4].[H-].[Na+].[CH3:25][C:26]1[O:27][C:28]([C:34]2[CH:35]=[C:36]([CH3:40])[CH:37]=[CH:38][CH:39]=2)=[C:29]([C:31](Cl)=[O:32])[N:30]=1, predict the reaction product. The product is: [C:3]([O:7][C:8](=[O:22])[N:9]([C:31]([C:29]1[N:30]=[C:26]([CH3:25])[O:27][C:28]=1[C:34]1[CH:35]=[C:36]([CH3:40])[CH:37]=[CH:38][CH:39]=1)=[O:32])[C:10]1[N:11]=[C:12]([CH2:15][CH2:16][CH2:17][CH2:18][C:19](=[O:21])[CH3:20])[O:13][CH:14]=1)([CH3:6])([CH3:4])[CH3:5].